Dataset: Experimentally validated miRNA-target interactions with 360,000+ pairs, plus equal number of negative samples. Task: Binary Classification. Given a miRNA mature sequence and a target amino acid sequence, predict their likelihood of interaction. (1) The miRNA is hsa-miR-1827 with sequence UGAGGCAGUAGAUUGAAU. The protein sequence of the target gene is MTPLCLNCSVLPGDLYPGGARNPMACNGSAARGHFDPEDLNLTDEALRLKYLGPQQTELFMPICATYLLIFVVGAVGNGLTCLVILRHKAMRTPTNYYLFSLAVSDLLVLLVGLPLELYEMWHNYPFLLGVGGCYFRTLLFEMVCLASVLNVTALSVERYVAVVHPLQARSMVTRAHVRRVLGAVWGLAMLCSLPNTSLHGIRQLHVPCRGPVPDSAVCMLVRPRALYNMVVQTTALLFFCLPMAIMSVLYLLIGLRLRRERLLLMQEAKGRGSAAARSRYTCRLQQHDRGRRQVTKMLF.... Result: 1 (interaction). (2) The miRNA is dre-miR-218a with sequence UUGUGCUUGAUCUAACCAUGUG. The protein sequence of the target gene is MAASMFYGRLVAVATLRNHRPRTAQRAAAQVLGSSGLFNNHGLQVQQQQQRNLSLHEYMSMELLQEAGVSVPKGYVAKSPDEAYAIAKKLGSKDVVIKAQVLAGGRGKGTFESGLKGGVKIVFSPEEAKAVSSQMIGKKLFTKQTGEKGRICNQVLVCERKYPRREYYFAITMERSFQGPVLIGSSHGGVNIEDVAAESPEAIIKEPIDIEEGIKKEQALQLAQKMGFPPNIVESAAENMVKLYSLFLKYDATMIEINPMVEDSDGAVLCMDAKINFDSNSAYRQKKIFDLQDWTQEDER.... Result: 0 (no interaction). (3) The miRNA is hsa-miR-631 with sequence AGACCUGGCCCAGACCUCAGC. The protein sequence of the target gene is MRPRSGGRPGATGRRRRRLRRRPRGLRCSRLPPPPPLPLLLGLLLAAAGPGAARAKETAFVEVVLFESSPSGDYTTYTTGLTGRFSRAGATLSAEGEIVQMHPLGLCNNNDEEDLYEYGWVGVVKLEQPELDPKPCLTVLGKAKRAVQRGATAVIFDVSENPEAIDQLNQGSEDPLKRPVVYVKGADAIKLMNIVNKQKVARARIQHRPPRQPTEYFDMGIFLAFFVVVSLVCLILLVKIKLKQRRSQNSMNRLAVQALEKMETRKFNSKSKGRREGSCGALDTLSSSSTSDCAICLEKY.... Result: 1 (interaction). (4) The miRNA is rno-miR-132-5p with sequence ACCGUGGCUUUCGAUUGUUACU. The protein sequence of the target gene is MGKTANSPGSGARPDPVRSFNRWKKKHSHRQNKKKQLRKQLKKPEWQVERESISRLMQNYEKINVNEITRFSDFPLSKKTLKGLQEAQYRLVTEIQKQTIGLALQGKDVLGAAKTGSGKTLAFLVPVLEALYRLQWTSTDGLGVLIISPTRELAYQTFEVLRKVGKNHDFSAGLIIGGKDLKHEAERINNINILVCTPGRLLQHMDETVSFHATDLQMLVLDEADRILDMGFADTMNAVIENLPKKRQTLLFSATQTKSVKDLARLSLKNPEYVWVHEKAKYSTPATLEQNYIVCELQQK.... Result: 0 (no interaction). (5) The miRNA is hsa-miR-4776-5p with sequence GUGGACCAGGAUGGCAAGGGCU. The protein sequence of the target gene is MDVRFYPAAAGDPAGLDFAQCLGYYGYSKLGNNNYMNMAEANNAFFAASEQTFHTPSLGDEEFEIPPITPPPESDPTLGMPDALLPFQTLSDPLPSQGTEFTPQFPPQSLDLPSITISRNLVEQDGVLHSNGLHMDQSHTQVSQYRQDPSLVMRSIVHMTDGARSGIMPPAQLTTINQSQLSAQLGLNLGGANVSHTSPSPPASKSATPSPSSSINEEDADDANRAIGEKRTAPDSGKKPKTPKKKKKKDPNEPQKPVSAYALFFRDTQAAIKGQNPNATFGEVSKIVASMWDSLGEEQK.... Result: 0 (no interaction). (6) The miRNA is hsa-miR-6074 with sequence GAUAUUCAGAGGCUAGGUGG. The protein sequence of the target gene is MSEPDTSSGFSGSVENGTFLELFPTSLSTSVDPSSGHLSNVYIYVSIFLSLLAFLLLLLIIALQRLKNIISSSSSYPEYPSDAGSSFTNLEVCSISSQRSTFSNLSS. Result: 1 (interaction). (7) The miRNA is mmu-miR-466o-3p with sequence UACAUACAUGCACACAUAAGAC. The protein sequence of the target gene is MAGARPPPGLLPLLAPLLLPLLLPAGCWALEETLMDTKWVTSELAWTSHPESGWEEVSGYDEAMNPIRTYQVCNVRESSQNNWLRTGFIWRREVQRVYVELKFTVRDCNSIPNIPGSCKETFNLFYYEADSDVASASSPFWMENPYVKVDTIAPDESFSRLDAGRVNTKVRSFGPLSKAGFYLAFQDQGACMSLISVRAFYKKCASTTAGFALFPETLTGAEPTSLVIAPGTCIANAVEVSVPLKLYCNGDGEWMVPVGACTCATGHEPAAKESQCRACPPGSYKAKQGEGPCLPCPPNS.... Result: 1 (interaction). (8) The miRNA is hsa-miR-606 with sequence AAACUACUGAAAAUCAAAGAU. The protein sequence of the target gene is MGESWAARGAEGAPARMPLVLTALWAAVVVLELAYVMVLGPGPPPLGPLARALQLALAAYQLLNLLGNVVLFLRSDPSIRGVMLAGRGLGQGWAYCYQCQSQVPPRSGHCSACRVCILRRDHHCRLLGCCVGFHNYRPFLCLLLHSAGVLLHISVLLGPALSALLQAHSALYTVALLLLPWLMLLTGKVSLAQFALAFVVDTCVAGALLCGAGLLFHGMLLLRGQTTWEWARGHHCYDLGTCHNLQAALGPRWALVWFWPFLASPLPGDGISFQTPGDVGLVTS. Result: 0 (no interaction). (9) The miRNA is mmu-miR-5130 with sequence CUGGAGCGCGCGGGCGAGGCAGGC. The protein sequence of the target gene is MAAAPARGGGGGGGGGGGCSGSGSSASRGFYFNTVLSLARSLAVQRPASLEKVQKLLCMCPVDFHGIFQLDERRRDAVIALGIFLIESDLQHKDCVVPYLLRLLKGLPKVYWVEESTARKGRGALPVAESFSFCLVTLLSDVAYRDPSLRDEILEVLLQVLHVLLGMCQALEIQDKEYLCKYAIPCLIGISRAFGRYSNMEESLLSKLFPKIPPHSLRVLEELEGVRRRSFNDFRSILPSNLLTVCQEGTLKRKTSSVSSISQVSPERGMPPPSSPGGSAFHYFEASCLPDGTALEPEYY.... Result: 0 (no interaction).